Predict the reaction yield, written as a fraction of the theoretical maximum amount of product (1.0 means a 100% yield; for example, 0.34 means a 34% yield). From a dataset of Reaction yield outcomes from USPTO patents with 853,638 reactions. (1) The reactants are C[N:2]([CH3:19])/[CH:3]=[CH:4]/[C:5](=O)[CH2:6][N:7]1[C:15](=[O:16])[C:14]2[C:9](=[CH:10][CH:11]=[CH:12][CH:13]=2)[C:8]1=[O:17].[NH2:20][C:21]1[NH:25][N:24]=[C:23]([C:26]2[CH:31]=[CH:30][C:29]([O:32][C:33]3[CH:38]=[CH:37][CH:36]=[CH:35][CH:34]=3)=[CH:28][CH:27]=2)[C:22]=1C#N. The product is [O:16]=[C:15]1[C:14]2[C:9](=[CH:10][CH:11]=[CH:12][CH:13]=2)[C:8](=[O:17])[N:7]1[CH2:6][C:5]1[N:25]2[N:24]=[C:23]([C:26]3[CH:31]=[CH:30][C:29]([O:32][C:33]4[CH:38]=[CH:37][CH:36]=[CH:35][CH:34]=4)=[CH:28][CH:27]=3)[C:22]([C:21]#[N:20])=[C:19]2[N:2]=[CH:3][CH:4]=1. The yield is 0.400. The catalyst is CC(O)=O. (2) The reactants are [NH2:1][C:2]1[N:10]=[CH:9][N:8]=[C:7]2[C:3]=1[N:4]=[CH:5][N:6]2[C@H:11]1[C@@H:15]2[O:16][C:17]([CH3:20])([CH3:19])[O:18][C@@H:14]2[C@@H:13]([CH2:21][N:22]([CH3:32])[CH:23]2[CH2:26][CH:25]([CH2:27][CH2:28][C:29](O)=[O:30])[CH2:24]2)[O:12]1.[O:33]1[CH2:36][CH:35]([C:37]2[CH:38]=[C:39]([NH2:44])[C:40]([NH2:43])=[CH:41][CH:42]=2)[CH2:34]1.C(N(CC)C(C)C)(C)C.F[P-](F)(F)(F)(F)F.C[N+](C)=C(N(C)C)ON1C2N=CC=CC=2N=N1. The catalyst is C(Cl)Cl. The product is [NH2:43][C:40]1[CH:41]=[CH:42][C:37]([CH:35]2[CH2:34][O:33][CH2:36]2)=[CH:38][C:39]=1[NH:44][C:29](=[O:30])[CH2:28][CH2:27][CH:25]1[CH2:26][CH:23]([N:22]([CH2:21][C@@H:13]2[C@@H:14]3[C@@H:15]([O:16][C:17]([CH3:20])([CH3:19])[O:18]3)[C@H:11]([N:6]3[CH:5]=[N:4][C:3]4[C:7]3=[N:8][CH:9]=[N:10][C:2]=4[NH2:1])[O:12]2)[CH3:32])[CH2:24]1. The yield is 0.820. (3) The reactants are [NH2:1][C:2]1[C:3]([C:16]([O-:18])=[O:17])=[N:4][C:5]([C:9]2[CH:14]=[CH:13][CH:12]=[CH:11][C:10]=2[F:15])=[C:6]([F:8])[CH:7]=1.[Li+].[OH-]. No catalyst specified. The product is [NH2:1][C:2]1[C:3]([C:16]([OH:18])=[O:17])=[N:4][C:5]([C:9]2[CH:14]=[CH:13][CH:12]=[CH:11][C:10]=2[F:15])=[C:6]([F:8])[CH:7]=1. The yield is 0.900. (4) The reactants are [OH:1][NH2:2].C([O:5][C:6](=O)[CH2:7][CH2:8][CH2:9][CH2:10][CH2:11][CH2:12][N:13]([C:20]1[CH:25]=[CH:24][CH:23]=[CH:22][N:21]=1)[C:14]1[CH:19]=[CH:18][CH:17]=[CH:16][N:15]=1)C. The catalyst is CN(C=O)C.CO. The product is [OH:1][NH:2][C:6](=[O:5])[CH2:7][CH2:8][CH2:9][CH2:10][CH2:11][CH2:12][N:13]([C:20]1[CH:25]=[CH:24][CH:23]=[CH:22][N:21]=1)[C:14]1[CH:19]=[CH:18][CH:17]=[CH:16][N:15]=1. The yield is 0.850.